Dataset: Oral bioavailability binary classification data from Ma et al.. Task: Regression/Classification. Given a drug SMILES string, predict its absorption, distribution, metabolism, or excretion properties. Task type varies by dataset: regression for continuous measurements (e.g., permeability, clearance, half-life) or binary classification for categorical outcomes (e.g., BBB penetration, CYP inhibition). Dataset: bioavailability_ma. (1) The drug is CC(C)N(CCC(C(N)=O)(c1ccccc1)c1ccccn1)C(C)C. The result is 1 (high bioavailability). (2) The molecule is C[C@@H](O)[C@H]1C(=O)N2C(C(=O)O)=C(S[C@@H]3CN[C@H](C(=O)N(C)C)C3)[C@H](C)[C@H]12. The result is 0 (low bioavailability). (3) The compound is CCCNCC(O)COc1ccccc1C(=O)CCc1ccccc1. The result is 0 (low bioavailability).